Task: Predict the reaction yield, written as a fraction of the theoretical maximum amount of product (1.0 means a 100% yield; for example, 0.34 means a 34% yield).. Dataset: Reaction yield outcomes from USPTO patents with 853,638 reactions (1) The reactants are [Si]([O:8][CH:9]([CH2:20][N:21]([CH3:29])[C:22](=[O:28])[O:23][C:24]([CH3:27])([CH3:26])[CH3:25])[CH2:10][N:11]([CH3:19])[C:12](=[O:18])[O:13][C:14]([CH3:17])([CH3:16])[CH3:15])(C(C)(C)C)(C)C.Cl.C([O-])(O)=O.[Na+]. The catalyst is CO. The product is [OH:8][CH:9]([CH2:20][N:21]([CH3:29])[C:22](=[O:28])[O:23][C:24]([CH3:27])([CH3:26])[CH3:25])[CH2:10][N:11]([CH3:19])[C:12](=[O:18])[O:13][C:14]([CH3:17])([CH3:16])[CH3:15]. The yield is 0.970. (2) The reactants are [N+:1]([C:4]1[CH:11]=[CH:10][C:7]([C:8]#[N:9])=[C:6]([F:12])[CH:5]=1)([O-])=O.C(O)(=O)C. The catalyst is [Fe].C(OCC)(=O)C. The product is [NH2:1][C:4]1[CH:11]=[CH:10][C:7]([C:8]#[N:9])=[C:6]([F:12])[CH:5]=1. The yield is 0.960. (3) The reactants are NC(N)=O.[N:5]1([S:9]([C:12]2[C:13]([OH:20])=[C:14]([CH:16]=[CH:17][C:18]=2[Cl:19])[NH2:15])(=[O:11])=[O:10])[CH2:8][CH2:7][CH2:6]1.[Br:21][C:22]1[CH:27]=[CH:26][CH:25]=[CH:24][C:23]=1[N:28]=[C:29]=[O:30]. No catalyst specified. The product is [N:5]1([S:9]([C:12]2[C:13]([OH:20])=[C:14]([NH:15][C:29]([NH:28][C:23]3[CH:24]=[CH:25][CH:26]=[CH:27][C:22]=3[Br:21])=[O:30])[CH:16]=[CH:17][C:18]=2[Cl:19])(=[O:11])=[O:10])[CH2:8][CH2:7][CH2:6]1. The yield is 0.180. (4) The reactants are [CH2:1]([O:8][P:9]([O:19][C:20]1[CH:28]=[CH:27][C:23]([C:24]([OH:26])=[O:25])=[CH:22][CH:21]=1)([O:11][CH2:12][C:13]1[CH:18]=[CH:17][CH:16]=[CH:15][CH:14]=1)=[O:10])[C:2]1[CH:7]=[CH:6][CH:5]=[CH:4][CH:3]=1.[OH-].[Na+].[N+]([O-])([O-])=O.[Ag+:35].CCOC(C)=O. The catalyst is C1COCC1.O. The product is [Ag+:35].[CH2:12]([O:11][P:9]([O:19][C:20]1[CH:21]=[CH:22][C:23]([C:24]([O-:26])=[O:25])=[CH:27][CH:28]=1)([O:8][CH2:1][C:2]1[CH:7]=[CH:6][CH:5]=[CH:4][CH:3]=1)=[O:10])[C:13]1[CH:14]=[CH:15][CH:16]=[CH:17][CH:18]=1. The yield is 0.880. (5) The product is [Cl:1][C:2]1[CH:3]=[C:4]([OH:11])[CH:6]=[CH:7][C:8]=1[O:9][CH3:10]. The reactants are [Cl:1][C:2]1[CH:3]=[C:4]([CH:6]=[CH:7][C:8]=1[O:9][CH3:10])N.[OH:11]S(O)(=O)=O.N([O-])=O.[Na+]. The yield is 0.300. The catalyst is O. (6) The reactants are [F:1][C:2]([F:7])([F:6])[C:3]([OH:5])=[O:4].[CH2:8]([S:10]([N:13]1[CH2:18][CH2:17][CH:16]([C:19]2[C:27]3[C:22](=[C:23]([C:40]([NH2:42])=[O:41])[CH:24]=[C:25]([C:28]4[CH:32]=[C:31]([CH2:33][N:34]([C@@H](C)CO)[CH3:35])[S:30][CH:29]=4)[CH:26]=3)[NH:21][CH:20]=2)[CH2:15][CH2:14]1)(=[O:12])=[O:11])[CH3:9].N[C@H:44]([CH3:47])[CH2:45]O. No catalyst specified. The product is [F:1][C:2]([F:7])([F:6])[C:3]([OH:5])=[O:4].[CH:44]1([CH2:47][N:34]([CH2:33][C:31]2[S:30][CH:29]=[C:28]([C:25]3[CH:26]=[C:27]4[C:22](=[C:23]([C:40]([NH2:42])=[O:41])[CH:24]=3)[NH:21][CH:20]=[C:19]4[CH:16]3[CH2:17][CH2:18][N:13]([S:10]([CH2:8][CH3:9])(=[O:11])=[O:12])[CH2:14][CH2:15]3)[CH:32]=2)[CH3:35])[CH2:2][CH2:45]1. The yield is 0.147. (7) The reactants are [CH3:1][O:2][C:3](=[O:16])[C:4]([C:7]1[CH:12]=[CH:11][C:10]([CH2:13][CH2:14][OH:15])=[CH:9][CH:8]=1)([CH3:6])[CH3:5].C(N(CC)CC)C.[C:24]1([CH3:34])[CH:29]=[CH:28][C:27]([S:30](Cl)(=[O:32])=[O:31])=[CH:26][CH:25]=1.ClCCl. The catalyst is O. The product is [CH3:1][O:2][C:3](=[O:16])[C:4]([CH3:6])([C:7]1[CH:8]=[CH:9][C:10]([CH2:13][CH2:14][O:15][S:30]([C:27]2[CH:28]=[CH:29][C:24]([CH3:34])=[CH:25][CH:26]=2)(=[O:32])=[O:31])=[CH:11][CH:12]=1)[CH3:5]. The yield is 0.910.